From a dataset of Forward reaction prediction with 1.9M reactions from USPTO patents (1976-2016). Predict the product of the given reaction. (1) Given the reactants N#N.[Cl:3][C:4]1[N:9]=[C:8]([C:10]([O:12][CH2:13][CH3:14])=[O:11])[C:7]([N+:15]([O-])=O)=[C:6](Cl)[N:5]=1.[O-2].[Mg+2], predict the reaction product. The product is: [NH2:15][C:7]1[C:8]([C:10]([O:12][CH2:13][CH3:14])=[O:11])=[N:9][C:4]([Cl:3])=[N:5][CH:6]=1. (2) Given the reactants [NH2:1][C:2]1[CH:7]=[CH:6][CH:5]=[CH:4][C:3]=1[C:8](=[O:10])[CH3:9].C1C(=O)N([Br:18])C(=O)C1, predict the reaction product. The product is: [NH2:1][C:2]1[CH:7]=[CH:6][C:5]([Br:18])=[CH:4][C:3]=1[C:8](=[O:10])[CH3:9]. (3) Given the reactants [CH3:1][N:2]([CH2:4][C:5]1[C:13]2[O:12][N:11]=[C:10]([CH2:14][CH2:15][CH:16]3[CH2:21][CH2:20][NH:19][CH2:18][CH2:17]3)[C:9]=2[CH:8]=[CH:7][C:6]=1[O:22][CH2:23][CH:24]1[CH2:26][CH2:25]1)[CH3:3].I[C:28]1[CH:33]=[CH:32][CH:31]=[CH:30][CH:29]=1.P([O-])([O-])([O-])=O.[K+].[K+].[K+].[Cl-].[Na+].N, predict the reaction product. The product is: [CH3:1][N:2]([CH2:4][C:5]1[C:13]2[O:12][N:11]=[C:10]([CH2:14][CH2:15][CH:16]3[CH2:21][CH2:20][N:19]([C:28]4[CH:33]=[CH:32][CH:31]=[CH:30][CH:29]=4)[CH2:18][CH2:17]3)[C:9]=2[CH:8]=[CH:7][C:6]=1[O:22][CH2:23][CH:24]1[CH2:25][CH2:26]1)[CH3:3]. (4) Given the reactants [C:1]([C:3]1[CH:8]=[N:7][CH:6]=[C:5]([N:9]([CH3:11])[CH3:10])[N:4]=1)#[N:2].[C:12](OC)(=[O:20])[C:13]1[C:14](=[CH:16][CH:17]=[CH:18][CH:19]=1)[SH:15].C(N(CC)CC)C, predict the reaction product. The product is: [CH3:10][N:9]([CH3:11])[C:5]1[N:4]=[C:3]([C:1]2[S:15][C:14]3[CH:16]=[CH:17][CH:18]=[CH:19][C:13]=3[C:12](=[O:20])[N:2]=2)[CH:8]=[N:7][CH:6]=1.